From a dataset of M1 muscarinic receptor agonist screen with 61,833 compounds. Binary Classification. Given a drug SMILES string, predict its activity (active/inactive) in a high-throughput screening assay against a specified biological target. (1) The molecule is O=C(N1CC(CCC1)C)CNC(=O)Cn1c(=O)c2c(cc1)cccc2. The result is 0 (inactive). (2) The compound is s1c(NC2(C(=C(NC2=O)C)C(OC)=O)C(F)(F)F)ncc1. The result is 0 (inactive).